Dataset: Forward reaction prediction with 1.9M reactions from USPTO patents (1976-2016). Task: Predict the product of the given reaction. (1) Given the reactants Cl.[NH2:2][C:3]1[N:8]=[CH:7][N:6]=[C:5]2[N:9]([CH:13]([C:15]3[O:16][C:17](=[O:31])[C:18]4[C:23]([C:24]=3[C:25]3[CH2:26][CH2:27][NH:28][CH2:29][CH:30]=3)=[CH:22][CH:21]=[CH:20][CH:19]=4)[CH3:14])[N:10]=[C:11]([I:12])[C:4]=12.[CH3:32][N:33]([CH3:38])[CH2:34][C:35](O)=[O:36], predict the reaction product. The product is: [CH:17]([OH:31])=[O:16].[NH2:2][C:3]1[N:8]=[CH:7][N:6]=[C:5]2[N:9]([CH:13]([C:15]3[O:16][C:17](=[O:31])[C:18]4[C:23]([C:24]=3[C:25]3[CH2:26][CH2:27][N:28]([C:35](=[O:36])[CH2:34][N:33]([CH3:38])[CH3:32])[CH2:29][CH:30]=3)=[CH:22][CH:21]=[CH:20][CH:19]=4)[CH3:14])[N:10]=[C:11]([I:12])[C:4]=12. (2) Given the reactants [C:1]1([S:7]([O:10][CH2:11][CH2:12][CH2:13][CH2:14][CH2:15][CH2:16][CH2:17][CH2:18][C:19]2(Br)[CH2:21][C:20]2(Br)Br)(=[O:9])=[O:8])[CH:6]=[CH:5][CH:4]=[CH:3][CH:2]=1.C[Li], predict the reaction product. The product is: [C:1]1([S:7]([O:10][CH2:11][CH2:12][CH2:13][CH2:14][CH2:15][CH2:16][CH2:17][CH2:18][C:19]2[CH2:21][CH:20]=2)(=[O:9])=[O:8])[CH:2]=[CH:3][CH:4]=[CH:5][CH:6]=1.